Dataset: Forward reaction prediction with 1.9M reactions from USPTO patents (1976-2016). Task: Predict the product of the given reaction. (1) The product is: [C:3]([NH:1][OH:2])([O:5][C:6]([CH3:9])([CH3:8])[CH3:7])=[O:4]. Given the reactants [NH2:1][OH:2].[C:3](O[C:3]([O:5][C:6]([CH3:9])([CH3:8])[CH3:7])=[O:4])([O:5][C:6]([CH3:9])([CH3:8])[CH3:7])=[O:4].C(OCC)(=O)C, predict the reaction product. (2) Given the reactants [C:1]([O:4][O:5][C:6]1[CH:11]=[C:10]([Br:12])[C:9]([O:13][C:14]2[CH:19]=[CH:18][C:17]([N+:20]([O-])=O)=[CH:16][CH:15]=2)=[C:8]([Br:23])[C:7]=1[CH2:24][CH3:25])(=[O:3])[CH3:2].C(O)C, predict the reaction product. The product is: [C:1]([O:4][O:5][C:6]1[CH:11]=[C:10]([Br:12])[C:9]([O:13][C:14]2[CH:19]=[CH:18][C:17]([NH2:20])=[CH:16][CH:15]=2)=[C:8]([Br:23])[C:7]=1[CH2:24][CH3:25])(=[O:3])[CH3:2]. (3) Given the reactants [CH:1]1([C:7]2[C:15]3[C:10](=[CH:11][C:12]([C:16]([OH:18])=[O:17])=[CH:13][CH:14]=3)[N:9]([CH2:19][C:20]([N:22]3[CH2:27][CH2:26][O:25][CH2:24][CH2:23]3)=[O:21])[C:8]=2[C:28]2[CH:33]=[CH:32][C:31](C3C=CC(N(C)C)=CC=3)=[CH:30][CH:29]=2)[CH2:6][CH2:5][CH2:4][CH2:3][CH2:2]1.COC(C1C=C2C(C(C3CCCCC3)=C(C3C=CC(OS(C(F)(F)F)(=O)=O)=CC=3)N2CC(N2CCOCC2)=O)=CC=1)=O.[C:85]([C:87]1[CH:88]=[C:89](B(O)O)[CH:90]=[CH:91][CH:92]=1)#[N:86], predict the reaction product. The product is: [C:85]([C:87]1[CH:88]=[C:89]([C:31]2[CH:32]=[CH:33][C:28]([C:8]3[N:9]([CH2:19][C:20]([N:22]4[CH2:23][CH2:24][O:25][CH2:26][CH2:27]4)=[O:21])[C:10]4[C:15]([C:7]=3[CH:1]3[CH2:2][CH2:3][CH2:4][CH2:5][CH2:6]3)=[CH:14][CH:13]=[C:12]([C:16]([OH:18])=[O:17])[CH:11]=4)=[CH:29][CH:30]=2)[CH:90]=[CH:91][CH:92]=1)#[N:86].